This data is from Retrosynthesis with 50K atom-mapped reactions and 10 reaction types from USPTO. The task is: Predict the reactants needed to synthesize the given product. (1) The reactants are: NNc1ccccn1.O=Cc1ccccc1. Given the product C(=NNc1ccccn1)c1ccccc1, predict the reactants needed to synthesize it. (2) Given the product CCOc1cccc(-n2cc(CC(=O)NCc3ccc(F)cc3Cl)cn2)n1, predict the reactants needed to synthesize it. The reactants are: CCOc1cccc(Br)n1.O=C(Cc1cn[nH]c1)NCc1ccc(F)cc1Cl. (3) Given the product c1cncc(C(Oc2cccnc2N2CCOc3ccccc32)c2cccnc2)c1, predict the reactants needed to synthesize it. The reactants are: Brc1ncccc1OC(c1cccnc1)c1cccnc1.c1ccc2c(c1)NCCO2. (4) Given the product COC(=O)[C@@H](NC(=O)c1sc(-c2cccnc2)cc1NC(=O)Nc1c(Cl)cccc1Cl)C1CCCCC1, predict the reactants needed to synthesize it. The reactants are: COC(=O)[C@@H](N)C1CCCCC1.O=C(Nc1cc(-c2cccnc2)sc1C(=O)O)Nc1c(Cl)cccc1Cl. (5) Given the product Cn1c(C(F)(F)F)cc(=O)n(-c2ccc3snc(C(Cl)Br)c3c2)c1=O, predict the reactants needed to synthesize it. The reactants are: Cn1c(C(F)(F)F)cc(=O)n(-c2ccc3snc(CCl)c3c2)c1=O.O=C1CCC(=O)N1Br. (6) The reactants are: Cl[Pd]Cl.Nc1cccc(Br)c1F.OB(O)c1ncccc1Cl. Given the product Nc1cccc(-c2ncccc2Cl)c1F, predict the reactants needed to synthesize it. (7) Given the product Cc1cccc(C)c1CNc1cc(C(=O)N(C)C)nc2c(C)c(C)[nH]c12, predict the reactants needed to synthesize it. The reactants are: Cc1cccc(C)c1CNc1cc(C(=O)N(C)C)nc2c(CO)c(C)[nH]c12. (8) Given the product CCc1cc(C(=O)OC)ccc1S(=O)(=O)N(Cc1ccc2c(cnn2C)c1)c1ncc(C(F)(F)F)cc1Cl, predict the reactants needed to synthesize it. The reactants are: CCc1cc(C(=O)OC)ccc1S(=O)(=O)NCc1ccc2c(cnn2C)c1.FC(F)(F)c1cnc(Cl)c(Cl)c1.